Dataset: Peptide-MHC class II binding affinity with 134,281 pairs from IEDB. Task: Regression. Given a peptide amino acid sequence and an MHC pseudo amino acid sequence, predict their binding affinity value. This is MHC class II binding data. (1) The peptide sequence is APEVKYTVKETALKK. The MHC is HLA-DQA10301-DQB10302 with pseudo-sequence HLA-DQA10301-DQB10302. The binding affinity (normalized) is 0. (2) The peptide sequence is PEFSELFAAFPSFAG. The MHC is HLA-DQA10501-DQB10201 with pseudo-sequence HLA-DQA10501-DQB10201. The binding affinity (normalized) is 0.604. (3) The peptide sequence is SADFPQFKPEEITGI. The MHC is DRB1_1501 with pseudo-sequence DRB1_1501. The binding affinity (normalized) is 0.147. (4) The peptide sequence is KGLHHLQIILSGKMA. The MHC is DRB1_0101 with pseudo-sequence DRB1_0101. The binding affinity (normalized) is 0.941. (5) The peptide sequence is DLKYTYAFTKKVK. The MHC is DRB5_0101 with pseudo-sequence DRB5_0101. The binding affinity (normalized) is 0.202.